From a dataset of Peptide-MHC class II binding affinity with 134,281 pairs from IEDB. Regression. Given a peptide amino acid sequence and an MHC pseudo amino acid sequence, predict their binding affinity value. This is MHC class II binding data. (1) The peptide sequence is AYPSVLGQTIRNSRW. The MHC is HLA-DQA10401-DQB10402 with pseudo-sequence HLA-DQA10401-DQB10402. The binding affinity (normalized) is 0.0440. (2) The peptide sequence is AAAGAEAGKATTEEQ. The MHC is HLA-DQA10501-DQB10201 with pseudo-sequence HLA-DQA10501-DQB10201. The binding affinity (normalized) is 0.0760. (3) The peptide sequence is EFKYFAATQFEPLAA. The MHC is HLA-DQA10301-DQB10302 with pseudo-sequence HLA-DQA10301-DQB10302. The binding affinity (normalized) is 0.457. (4) The peptide sequence is TIDLTNEKLATNSPR. The MHC is DRB1_0101 with pseudo-sequence DRB1_0101. The binding affinity (normalized) is 0.347.